The task is: Predict which catalyst facilitates the given reaction.. This data is from Catalyst prediction with 721,799 reactions and 888 catalyst types from USPTO. (1) Reactant: [F:1][C:2]1[CH:7]=[C:6]([F:8])[CH:5]=[CH:4][C:3]=1[C:9]1[N:10]=[C:11]2[CH2:26][CH2:25][CH2:24][NH:23][C:12]2=[N:13][C:14]=1[C:15]1[CH:20]=[CH:19][C:18]([F:21])=[CH:17][C:16]=1[F:22].O=[CH:28][CH2:29][CH2:30][CH2:31][CH2:32][CH2:33][C:34]([O:36][CH2:37][CH3:38])=[O:35].C(O[BH-](OC(=O)C)OC(=O)C)(=O)C.[Na+].CCCC(C)C. Product: [F:1][C:2]1[CH:7]=[C:6]([F:8])[CH:5]=[CH:4][C:3]=1[C:9]1[N:10]=[C:11]2[CH2:26][CH2:25][CH2:24][N:23]([CH2:28][CH2:29][CH2:30][CH2:31][CH2:32][CH2:33][C:34]([O:36][CH2:37][CH3:38])=[O:35])[C:12]2=[N:13][C:14]=1[C:15]1[CH:20]=[CH:19][C:18]([F:21])=[CH:17][C:16]=1[F:22]. The catalyst class is: 26. (2) Reactant: [CH2:1]([CH:3]([CH2:9][C:10]1[CH:15]=[CH:14][C:13]([O:16][CH3:17])=[C:12]([CH2:18][NH:19][C:20](=[O:31])[C:21]2[CH:26]=[CH:25][C:24]([C:27]([F:30])([F:29])[F:28])=[CH:23][CH:22]=2)[CH:11]=1)[C:4]([O:6]CC)=[O:5])[CH3:2].CO.[OH-].[Na+].Cl. Product: [CH2:1]([CH:3]([CH2:9][C:10]1[CH:15]=[CH:14][C:13]([O:16][CH3:17])=[C:12]([CH2:18][NH:19][C:20](=[O:31])[C:21]2[CH:22]=[CH:23][C:24]([C:27]([F:29])([F:28])[F:30])=[CH:25][CH:26]=2)[CH:11]=1)[C:4]([OH:6])=[O:5])[CH3:2]. The catalyst class is: 6. (3) Reactant: [NH2:1][C:2]1[CH:11]=[CH:10][C:9]([F:12])=[CH:8][C:3]=1[C:4]([O:6][CH3:7])=[O:5].[C:13]1(=O)[CH2:16][CH2:15][CH2:14]1.C(O)(=O)C.C(O[BH-](OC(=O)C)OC(=O)C)(=O)C.[Na+]. The catalyst class is: 26. Product: [CH:13]1([NH:1][C:2]2[CH:11]=[CH:10][C:9]([F:12])=[CH:8][C:3]=2[C:4]([O:6][CH3:7])=[O:5])[CH2:16][CH2:15][CH2:14]1. (4) Reactant: CS(O[CH2:6][C:7]1[N:12]=[CH:11][C:10]2[N:13]=[CH:14][N:15]([C:16]3[S:17][C:18]([C:34](=[O:36])[NH2:35])=[C:19]([O:21][C@@H:22]([C:24]4[CH:29]=[CH:28][CH:27]=[CH:26][C:25]=4[C:30]([F:33])([F:32])[F:31])[CH3:23])[CH:20]=3)[C:9]=2[CH:8]=1)(=O)=O.[CH2:37]([N:41]1[CH2:46][CH2:45][NH:44][CH2:43][CH2:42]1)[CH:38]([CH3:40])[CH3:39]. Product: [CH2:37]([N:41]1[CH2:46][CH2:45][N:44]([CH2:6][C:7]2[N:12]=[CH:11][C:10]3[N:13]=[CH:14][N:15]([C:16]4[S:17][C:18]([C:34]([NH2:35])=[O:36])=[C:19]([O:21][C@@H:22]([C:24]5[CH:29]=[CH:28][CH:27]=[CH:26][C:25]=5[C:30]([F:33])([F:31])[F:32])[CH3:23])[CH:20]=4)[C:9]=3[CH:8]=2)[CH2:43][CH2:42]1)[CH:38]([CH3:40])[CH3:39]. The catalyst class is: 4. (5) Reactant: [OH:1][C@@H:2]([CH3:8])[CH2:3][C:4]([O:6][CH3:7])=[O:5].N1C=CN=C1.[Si:14](Cl)([C:27]([CH3:30])([CH3:29])[CH3:28])([C:21]1[CH:26]=[CH:25][CH:24]=[CH:23][CH:22]=1)[C:15]1[CH:20]=[CH:19][CH:18]=[CH:17][CH:16]=1. Product: [CH3:7][O:6][C:4](=[O:5])[CH2:3][C@@H:2]([O:1][Si:14]([C:27]([CH3:30])([CH3:29])[CH3:28])([C:21]1[CH:22]=[CH:23][CH:24]=[CH:25][CH:26]=1)[C:15]1[CH:20]=[CH:19][CH:18]=[CH:17][CH:16]=1)[CH3:8]. The catalyst class is: 4. (6) Reactant: [N:1]([C@@H:4]([C:6]1[C:11]([F:12])=[CH:10][N:9]=[CH:8][C:7]=1[C:13]1[CH:14]=[C:15]2[C:20](=[N:21][CH:22]=1)[N:19]([C:23]([NH2:25])=[O:24])[CH2:18][CH2:17][CH2:16]2)[CH3:5])=[N+]=[N-]. Product: [NH2:1][C@@H:4]([C:6]1[C:11]([F:12])=[CH:10][N:9]=[CH:8][C:7]=1[C:13]1[CH:14]=[C:15]2[C:20](=[N:21][CH:22]=1)[N:19]([C:23]([NH2:25])=[O:24])[CH2:18][CH2:17][CH2:16]2)[CH3:5]. The catalyst class is: 582. (7) Reactant: [C:1]([C:3]1[N:8]=[CH:7][C:6]([S:9]([NH:12][CH3:13])(=[O:11])=[O:10])=[CH:5][CH:4]=1)#[N:2]. Product: [NH2:2][CH2:1][C:3]1[N:8]=[CH:7][C:6]([S:9]([NH:12][CH3:13])(=[O:10])=[O:11])=[CH:5][CH:4]=1. The catalyst class is: 458.